This data is from Catalyst prediction with 721,799 reactions and 888 catalyst types from USPTO. The task is: Predict which catalyst facilitates the given reaction. (1) Reactant: [CH3:1][O:2][C:3]1[N:4](C2CCCCO2)[C:5]2[C:10]([N:11]=1)=[C:9]([NH2:12])[N:8]=[C:7]([NH:13][CH2:14][CH2:15][CH2:16][CH2:17][CH3:18])[N:6]=2.[C:25]([OH:31])([C:27]([F:30])([F:29])[F:28])=[O:26]. Product: [F:28][C:27]([F:30])([F:29])[C:25]([OH:31])=[O:26].[CH3:1][O:2][C:3]1[NH:4][C:5]2[C:10]([N:11]=1)=[C:9]([NH2:12])[N:8]=[C:7]([NH:13][CH2:14][CH2:15][CH2:16][CH2:17][CH3:18])[N:6]=2. The catalyst class is: 5. (2) Reactant: C[O:2][C:3]([C@@H:5]1[CH2:10][CH2:9][C@@H:8]([NH:11][C:12]([O:14][C:15]([CH3:18])([CH3:17])[CH3:16])=[O:13])[C@H:7]([O:19][CH3:20])[CH2:6]1)=[O:4].O.[OH-].[Li+]. Product: [C:15]([O:14][C:12]([NH:11][C@@H:8]1[CH2:9][CH2:10][C@@H:5]([C:3]([OH:4])=[O:2])[CH2:6][C@H:7]1[O:19][CH3:20])=[O:13])([CH3:18])([CH3:17])[CH3:16]. The catalyst class is: 24. (3) Reactant: [C:1]1([CH3:11])[CH:6]=[CH:5][C:4]([S:7](Cl)(=[O:9])=[O:8])=[CH:3][CH:2]=1.[OH:12][CH2:13][C@@H:14]1[O:31][C:18]2=[C:19]3[C:23](=[CH:24][CH:25]=[C:17]2[O:16][CH2:15]1)[NH:22][C:21]([C:26]([O:28][CH2:29][CH3:30])=[O:27])=[CH:20]3. Product: [C:1]1([CH3:11])[CH:6]=[CH:5][C:4]([S:7]([O:12][CH2:13][C@H:14]2[O:31][C:18]3=[C:19]4[C:23](=[CH:24][CH:25]=[C:17]3[O:16][CH2:15]2)[NH:22][C:21]([C:26]([O:28][CH2:29][CH3:30])=[O:27])=[CH:20]4)(=[O:9])=[O:8])=[CH:3][CH:2]=1. The catalyst class is: 112. (4) Reactant: C1CCN2C(=NCCC2)CC1.[Cl:12][C:13]1[CH:49]=[CH:48][C:16]([CH2:17][N:18]2[C:23](=[O:24])[C:22]([C:25]3[O:26][C:27](=[CH2:30])[CH2:28][N:29]=3)=[CH:21][N:20]=[C:19]2[NH:31][C:32]2[CH:37]=[CH:36][C:35]([O:38][CH2:39][C:40]3[CH:45]=[CH:44][C:43]([O:46][CH3:47])=[CH:42][CH:41]=3)=[CH:34][CH:33]=2)=[CH:15][CH:14]=1.C1(C)C=CC=CC=1. Product: [Cl:12][C:13]1[CH:49]=[CH:48][C:16]([CH2:17][N:18]2[C:23](=[O:24])[C:22]([C:25]3[O:26][C:27]([CH3:30])=[CH:28][N:29]=3)=[CH:21][N:20]=[C:19]2[NH:31][C:32]2[CH:37]=[CH:36][C:35]([O:38][CH2:39][C:40]3[CH:45]=[CH:44][C:43]([O:46][CH3:47])=[CH:42][CH:41]=3)=[CH:34][CH:33]=2)=[CH:15][CH:14]=1. The catalyst class is: 6. (5) Reactant: [Br:1][C:2]1[CH:3]=[CH:4][C:5](F)=[C:6]([CH:9]=1)[CH:7]=[O:8].[NH:11]1[CH2:15][CH2:14][CH:13]([OH:16])[CH2:12]1.C(=O)([O-])[O-].[Na+].[Na+]. Product: [Br:1][C:2]1[CH:3]=[CH:4][C:5]([N:11]2[CH2:15][CH2:14][CH:13]([OH:16])[CH2:12]2)=[C:6]([CH:9]=1)[CH:7]=[O:8]. The catalyst class is: 58. (6) Reactant: [CH3:1][N:2]1[C:7](=[O:8])[CH:6]=[C:5]([NH:9][C:10]2[CH:19]=[CH:18][C:17]3[C:12](=[CH:13][CH:14]=[CH:15][CH:16]=3)[CH:11]=2)[C:4]([C:20]([O:22]C2C(F)=C(F)C(F)=C(F)C=2F)=O)=[CH:3]1.[NH3:34]. Product: [CH3:1][N:2]1[C:7](=[O:8])[CH:6]=[C:5]([NH:9][C:10]2[CH:19]=[CH:18][C:17]3[C:12](=[CH:13][CH:14]=[CH:15][CH:16]=3)[CH:11]=2)[C:4]([C:20]([NH2:34])=[O:22])=[CH:3]1. The catalyst class is: 1. (7) Reactant: [C:1]([O:5][C:6]([NH:8][C@@H:9]([CH2:31][N:32]([CH:38]1[CH2:40][CH2:39]1)[CH2:33][CH2:34][CH2:35][CH:36]=[CH2:37])[C:10]([N:12]1[CH2:16][C@H:15]([OH:17])[CH2:14][C@H:13]1[C:18]([NH:20][C@:21]1([C:26]([O:28][CH2:29][CH3:30])=[O:27])[CH2:23][C@H:22]1[CH:24]=[CH2:25])=[O:19])=[O:11])=[O:7])([CH3:4])([CH3:3])[CH3:2].N1C=CN=C1.[Si:46](Cl)([C:49]([CH3:52])([CH3:51])[CH3:50])([CH3:48])[CH3:47]. Product: [C:1]([O:5][C:6]([NH:8][C@@H:9]([CH2:31][N:32]([CH:38]1[CH2:40][CH2:39]1)[CH2:33][CH2:34][CH2:35][CH:36]=[CH2:37])[C:10]([N:12]1[CH2:16][C@H:15]([O:17][Si:46]([C:49]([CH3:52])([CH3:51])[CH3:50])([CH3:48])[CH3:47])[CH2:14][C@H:13]1[C:18]([NH:20][C@:21]1([C:26]([O:28][CH2:29][CH3:30])=[O:27])[CH2:23][C@H:22]1[CH:24]=[CH2:25])=[O:19])=[O:11])=[O:7])([CH3:2])([CH3:3])[CH3:4]. The catalyst class is: 3. (8) The catalyst class is: 4. Product: [CH3:13][N:14]1[CH2:18][CH2:17][CH2:16][CH:15]1[CH2:19][CH2:20][NH:21][CH2:11][C:2]1[CH:3]=[CH:4][C:5]2[C:10](=[CH:9][CH:8]=[CH:7][CH:6]=2)[CH:1]=1. Reactant: [CH:1]1[C:10]2[C:5](=[CH:6][CH:7]=[CH:8][CH:9]=2)[CH:4]=[CH:3][C:2]=1[CH:11]=O.[CH3:13][N:14]1[CH2:18][CH2:17][CH2:16][CH:15]1[CH2:19][CH2:20][NH2:21].[Na]. (9) Reactant: [Cl:1][C:2]1[CH:3]=[CH:4][C:5]([N:20]2[C:24]([CH3:25])=[C:23]([CH3:26])[N:22]=[CH:21]2)=[C:6]([C:8]([C:10]2[CH:15]=[CH:14][CH:13]=[C:12]([O:16][CH3:17])[C:11]=2[O:18][CH3:19])=[O:9])[CH:7]=1.[CH2:27]=[O:28]. Product: [Cl:1][C:2]1[CH:3]=[CH:4][C:5]([N:20]2[C:24]([CH3:25])=[C:23]([CH3:26])[N:22]=[C:21]2[CH2:27][OH:28])=[C:6]([C:8]([C:10]2[CH:15]=[CH:14][CH:13]=[C:12]([O:16][CH3:17])[C:11]=2[O:18][CH3:19])=[O:9])[CH:7]=1. The catalyst class is: 113.